Dataset: Reaction yield outcomes from USPTO patents with 853,638 reactions. Task: Predict the reaction yield, written as a fraction of the theoretical maximum amount of product (1.0 means a 100% yield; for example, 0.34 means a 34% yield). (1) The reactants are [H-].[H-].[H-].[H-].[Li+].[Al+3].[CH3:7][N:8]([CH3:22])[CH2:9][CH2:10][N:11]1[C:20]2[C:15](=[CH:16][CH:17]=[CH:18][CH:19]=2)[CH2:14][CH2:13][C:12]1=O. The catalyst is C1COCC1. The product is [N:11]1([CH2:10][CH2:9][N:8]([CH3:22])[CH3:7])[C:20]2[C:15](=[CH:16][CH:17]=[CH:18][CH:19]=2)[CH2:14][CH2:13][CH2:12]1. The yield is 0.470. (2) The reactants are [CH3:1][C@@H:2]1[C@H:6]([C:7]2[CH:12]=[CH:11][CH:10]=[CH:9][CH:8]=2)[O:5][C:4](=[O:13])[N:3]1[C:14](=[O:24])[CH2:15][CH2:16][C@H:17]([CH3:23])[CH2:18][CH2:19][CH2:20][CH2:21][CH3:22].C[C@@H](CCCCC)CCC(O)=O. No catalyst specified. The product is [CH3:1][C@@H:2]1[C@H:6]([C:7]2[CH:12]=[CH:11][CH:10]=[CH:9][CH:8]=2)[O:5][C:4](=[O:13])[N:3]1[C:14](=[O:24])[CH2:15][CH2:16][C@@H:17]([CH3:23])[CH2:18][CH2:19][CH2:20][CH2:21][CH3:22]. The yield is 1.00. (3) The reactants are [CH:1]1([C:4]2[C:19]([O:20][CH2:21][C@@H:22]([NH:27]C(=O)OC(C)(C)C)[CH2:23][CH:24]([CH3:26])[CH3:25])=[CH:18][C:7]3[N:8]([CH3:17])[C:9](=[O:16])[C:10]4[C:15]([C:6]=3[CH:5]=2)=[CH:14][CH:13]=[N:12][CH:11]=4)[CH2:3][CH2:2]1.Cl.O1CCOCC1. The catalyst is CO. The product is [NH2:27][C@@H:22]([CH2:23][CH:24]([CH3:26])[CH3:25])[CH2:21][O:20][C:19]1[C:4]([CH:1]2[CH2:3][CH2:2]2)=[CH:5][C:6]2[C:15]3[C:10](=[CH:11][N:12]=[CH:13][CH:14]=3)[C:9](=[O:16])[N:8]([CH3:17])[C:7]=2[CH:18]=1. The yield is 0.170. (4) The reactants are Br[CH2:2][C:3](=O)[C:4]([O:6][CH2:7][CH3:8])=[O:5].[CH3:10][C:11]([C:14]1[CH:15]=[C:16]([S:20]([N:23]2[C:31]3[C:26](=[CH:27][C:28]([C:32]([F:35])([F:34])[F:33])=[CH:29][CH:30]=3)[CH:25]=[C:24]2[CH2:36][C:37]([NH2:39])=[S:38])(=[O:22])=[O:21])[CH:17]=[CH:18][CH:19]=1)([CH3:13])[CH3:12]. The catalyst is C(O)C. The product is [CH2:7]([O:6][C:4]([C:3]1[N:39]=[C:37]([CH2:36][C:24]2[N:23]([S:20]([C:16]3[CH:17]=[CH:18][CH:19]=[C:14]([C:11]([CH3:13])([CH3:12])[CH3:10])[CH:15]=3)(=[O:22])=[O:21])[C:31]3[C:26]([CH:25]=2)=[CH:27][C:28]([C:32]([F:34])([F:33])[F:35])=[CH:29][CH:30]=3)[S:38][CH:2]=1)=[O:5])[CH3:8]. The yield is 0.940. (5) The reactants are [Cl:1][C:2]1[CH:3]=[C:4]([NH:9][C:10]2[C:19]3[C:14](=[CH:15][C:16]([O:23][CH2:24][CH2:25][CH2:26][O:27][Si](C(C)(C)C)(C)C)=[C:17]([N+:20]([O-:22])=[O:21])[CH:18]=3)[N:13]=[CH:12][N:11]=2)[CH:5]=[CH:6][C:7]=1[F:8].[F-].C([N+](CCCC)(CCCC)CCCC)CCC.C(Cl)Cl.CO. The catalyst is O1CCCC1. The product is [Cl:1][C:2]1[CH:3]=[C:4]([NH:9][C:10]2[C:19]3[C:14](=[CH:15][C:16]([O:23][CH2:24][CH2:25][CH2:26][OH:27])=[C:17]([N+:20]([O-:22])=[O:21])[CH:18]=3)[N:13]=[CH:12][N:11]=2)[CH:5]=[CH:6][C:7]=1[F:8]. The yield is 0.940. (6) The reactants are [O:1]1[CH2:6][CH2:5][CH:4]([C:7]([C:9]2[S:13][C:12]([NH2:14])=[N:11][C:10]=2[C:15]2[O:16][CH:17]=[CH:18][CH:19]=2)=[O:8])[CH2:3][CH2:2]1.C(N(CC)CC)C.Br[CH2:28][C:29](Br)=[O:30].[NH:32]1[CH2:37][CH2:36][O:35][CH2:34][CH2:33]1. The catalyst is C1COCC1.C(OCC)(=O)C.O. The product is [O:16]1[CH:17]=[CH:18][CH:19]=[C:15]1[C:10]1[N:11]=[C:12]([NH:14][C:29](=[O:30])[CH2:28][N:32]2[CH2:37][CH2:36][O:35][CH2:34][CH2:33]2)[S:13][C:9]=1[C:7]([CH:4]1[CH2:5][CH2:6][O:1][CH2:2][CH2:3]1)=[O:8]. The yield is 0.400. (7) The reactants are C([O-])([O-])=O.[K+].[K+].[CH:7](Br)([CH3:9])[CH3:8].[OH:11][C:12]1[C:19]([O:20][CH3:21])=[CH:18][CH:17]=[CH:16][C:13]=1[CH:14]=[O:15].[NH4+].[Cl-]. The catalyst is CN(C)C=O.O. The product is [CH:7]([O:11][C:12]1[C:19]([O:20][CH3:21])=[CH:18][CH:17]=[CH:16][C:13]=1[CH:14]=[O:15])([CH3:9])[CH3:8]. The yield is 0.800.